Regression. Given two drug SMILES strings and cell line genomic features, predict the synergy score measuring deviation from expected non-interaction effect. From a dataset of NCI-60 drug combinations with 297,098 pairs across 59 cell lines. (1) Drug 1: CN1CCC(CC1)COC2=C(C=C3C(=C2)N=CN=C3NC4=C(C=C(C=C4)Br)F)OC. Drug 2: CC1C(C(CC(O1)OC2CC(CC3=C2C(=C4C(=C3O)C(=O)C5=C(C4=O)C(=CC=C5)OC)O)(C(=O)C)O)N)O.Cl. Cell line: 786-0. Synergy scores: CSS=55.5, Synergy_ZIP=14.9, Synergy_Bliss=15.9, Synergy_Loewe=9.27, Synergy_HSA=16.4. (2) Drug 1: CN(C)C1=NC(=NC(=N1)N(C)C)N(C)C. Drug 2: CCCS(=O)(=O)NC1=C(C(=C(C=C1)F)C(=O)C2=CNC3=C2C=C(C=N3)C4=CC=C(C=C4)Cl)F. Cell line: DU-145. Synergy scores: CSS=-1.98, Synergy_ZIP=2.73, Synergy_Bliss=5.27, Synergy_Loewe=-1.14, Synergy_HSA=0.339.